This data is from Peptide-MHC class II binding affinity with 134,281 pairs from IEDB. The task is: Regression. Given a peptide amino acid sequence and an MHC pseudo amino acid sequence, predict their binding affinity value. This is MHC class II binding data. (1) The peptide sequence is TFTMRLLSPVRVPNY. The MHC is DRB1_0701 with pseudo-sequence DRB1_0701. The binding affinity (normalized) is 0.581. (2) The peptide sequence is KMYFNLIDTKCYK. The binding affinity (normalized) is 0.787. The MHC is DRB5_0101 with pseudo-sequence DRB5_0101. (3) The peptide sequence is DLPTHENHGLKTRQE. The MHC is DRB1_1301 with pseudo-sequence DRB1_1301. The binding affinity (normalized) is 0.273. (4) The peptide sequence is TVSLPVGADEDDIKA. The MHC is DRB1_1302 with pseudo-sequence DRB1_1302. The binding affinity (normalized) is 0.0281. (5) The peptide sequence is LVKYVNGDGDVVAVD. The MHC is DRB1_0401 with pseudo-sequence DRB1_0401. The binding affinity (normalized) is 0.443.